Task: Predict the reaction yield, written as a fraction of the theoretical maximum amount of product (1.0 means a 100% yield; for example, 0.34 means a 34% yield).. Dataset: Reaction yield outcomes from USPTO patents with 853,638 reactions (1) The reactants are [NH2:1][C:2]1[CH:7]=[CH:6][CH:5]=[CH:4][C:3]=1[CH2:8][C:9]([NH:11][CH2:12][C:13]([C:16]1[CH:21]=[CH:20][C:19]([NH:22][C:23](=[O:34])[C:24]2[CH:29]=[CH:28][C:27]([O:30][CH3:31])=[C:26]([O:32][CH3:33])[CH:25]=2)=[CH:18][CH:17]=1)([CH3:15])[CH3:14])=[O:10].[CH3:35][S:36](Cl)(=[O:38])=[O:37]. The catalyst is C(Cl)Cl. The product is [CH3:35][S:36]([NH:1][C:2]1[CH:7]=[CH:6][CH:5]=[CH:4][C:3]=1[CH2:8][C:9]([NH:11][CH2:12][C:13]([C:16]1[CH:21]=[CH:20][C:19]([NH:22][C:23](=[O:34])[C:24]2[CH:29]=[CH:28][C:27]([O:30][CH3:31])=[C:26]([O:32][CH3:33])[CH:25]=2)=[CH:18][CH:17]=1)([CH3:15])[CH3:14])=[O:10])(=[O:38])=[O:37]. The yield is 0.530. (2) The reactants are C(OC([N:8]1[CH2:13][CH2:12][CH:11]([C:14]2[CH:15]=[C:16]3[C:25](=[CH:26][C:27]=2[CH3:28])[O:24][CH2:23][C:22]2[N:17]3[CH:18]([CH3:30])[C:19](=[O:29])[NH:20][N:21]=2)[CH2:10][CH2:9]1)=O)(C)(C)C.[F:31][C:32]([F:37])([F:36])[C:33]([OH:35])=[O:34]. The catalyst is C(Cl)Cl. The product is [F:31][C:32]([F:37])([F:36])[C:33]([OH:35])=[O:34].[CH3:30][CH:18]1[N:17]2[C:22]([CH2:23][O:24][C:25]3[C:16]2=[CH:15][C:14]([CH:11]2[CH2:12][CH2:13][NH:8][CH2:9][CH2:10]2)=[C:27]([CH3:28])[CH:26]=3)=[N:21][NH:20][C:19]1=[O:29]. The yield is 0.970. (3) The reactants are Cl.[C:2](=[NH:12])([O:9]CC)[C:3]1C=CC=CC=1.C(N(CC)CC)C.[C:20](Cl)(=[O:22])[CH3:21].[C:24]1([CH3:30])[CH:29]=[CH:28][CH:27]=[CH:26][CH:25]=1. No catalyst specified. The product is [CH2:20]([O:22][C:24]1([CH:29]=[CH:28][CH:27]=[CH:26][CH2:25]1)[CH:30]=[N:12][C:2](=[O:9])[CH3:3])[CH3:21]. The yield is 1.00. (4) The reactants are [O:1]=[C:2]1[NH:6][C:5](=[O:7])[C:4]2([CH2:11][CH2:10][C@@H:9]([C:12]([O:14]CC3C=CC=CC=3)=[O:13])[CH2:8]2)[NH:3]1. The catalyst is CO.[Pd]. The product is [O:1]=[C:2]1[NH:6][C:5](=[O:7])[C:4]2([CH2:11][CH2:10][C@@H:9]([C:12]([OH:14])=[O:13])[CH2:8]2)[NH:3]1. The yield is 0.940. (5) The reactants are Cl[C:2]1[N:7]=[C:6]([NH:8][C:9]2[CH:14]=[CH:13][CH:12]=[C:11]([C:15]#[N:16])[CH:10]=2)[C:5]([F:17])=[CH:4][N:3]=1.[NH2:18][C:19]1[CH:20]=[C:21]([OH:25])[CH:22]=[CH:23][CH:24]=1. No catalyst specified. The product is [C:15]([C:11]1[CH:10]=[C:9]([NH:8][C:6]2[C:5]([F:17])=[CH:4][N:3]=[C:2]([NH:18][C:19]3[CH:24]=[CH:23][CH:22]=[C:21]([OH:25])[CH:20]=3)[N:7]=2)[CH:14]=[CH:13][CH:12]=1)#[N:16]. The yield is 0.620. (6) The reactants are [Br:1][C:2]1[CH:7]=[C:6]([N+:8]([O-:10])=[O:9])[CH:5]=[CH:4][C:3]=1[O:11]C. The catalyst is CN(C=O)C.CCOC(C)=O.Cl. The product is [Br:1][C:2]1[CH:7]=[C:6]([N+:8]([O-:10])=[O:9])[CH:5]=[CH:4][C:3]=1[OH:11]. The yield is 0.520. (7) The reactants are [F:1][C:2]1[CH:7]=[C:6]([N+:8]([O-:10])=[O:9])[CH:5]=[CH:4][C:3]=1[CH2:11][CH2:12][CH2:13][C:14]1[NH:15][CH:16]=[CH:17][N:18]=1.[CH3:19][C:20]([O:23][C:24](O[C:24]([O:23][C:20]([CH3:22])([CH3:21])[CH3:19])=[O:25])=[O:25])([CH3:22])[CH3:21]. The catalyst is C(Cl)Cl. The product is [F:1][C:2]1[CH:7]=[C:6]([N+:8]([O-:10])=[O:9])[CH:5]=[CH:4][C:3]=1[CH2:11][CH2:12][CH2:13][C:14]1[N:18]([C:24]([O:23][C:20]([CH3:22])([CH3:21])[CH3:19])=[O:25])[CH:17]=[CH:16][N:15]=1. The yield is 0.820. (8) The reactants are [C:1]1([OH:7])C=CC=CC=1.[OH:8][NH:9][C:10]([C:12]1[CH:17]=[CH:16][C:15]([C:18]([F:21])([F:20])[F:19])=[CH:14][N:13]=1)=[NH:11].[C:22](O)(=O)[C:23]1[C:24](=[CH:26][CH:27]=[CH:28][CH:29]=1)[OH:25]. No catalyst specified. The product is [CH3:1][O:7][C:27]1[CH:28]=[CH:29][C:23]([C:22]2[O:8][N:9]=[C:10]([C:12]3[CH:17]=[CH:16][C:15]([C:18]([F:19])([F:20])[F:21])=[CH:14][N:13]=3)[N:11]=2)=[C:24]([OH:25])[CH:26]=1. The yield is 0.120. (9) The reactants are [CH2:1]([C@H:3]1[CH2:8][N:7]([CH:9]2[CH2:12][O:11][CH2:10]2)[CH2:6][CH2:5][N:4]1[C:13]1[CH:14]=[CH:15][C:16]([NH:19][C:20]2[C:25](=[O:26])[N:24]([CH3:27])[CH:23]=[C:22]([C:28]3[C:33]([CH:34]=[O:35])=[C:32]([N:36]4[CH:48]=[CH:47][N:39]5[C:40]6[CH2:41][CH2:42][CH2:43][CH2:44][C:45]=6[CH:46]=[C:38]5[C:37]4=[O:49])[N:31]=[CH:30][CH:29]=3)[CH:21]=2)=[N:17][CH:18]=1)[CH3:2].[BH4-].[Na+]. The catalyst is CO. The product is [CH2:1]([C@H:3]1[CH2:8][N:7]([CH:9]2[CH2:10][O:11][CH2:12]2)[CH2:6][CH2:5][N:4]1[C:13]1[CH:14]=[CH:15][C:16]([NH:19][C:20]2[C:25](=[O:26])[N:24]([CH3:27])[CH:23]=[C:22]([C:28]3[CH:29]=[CH:30][N:31]=[C:32]([N:36]4[CH:48]=[CH:47][N:39]5[C:40]6[CH2:41][CH2:42][CH2:43][CH2:44][C:45]=6[CH:46]=[C:38]5[C:37]4=[O:49])[C:33]=3[CH2:34][OH:35])[CH:21]=2)=[N:17][CH:18]=1)[CH3:2]. The yield is 0.350. (10) The reactants are CN(C)[CH:3]=[CH:4][C:5]([C:7]1[N:14]2[C:10]([O:11][CH:12]=[CH:13]2)=[N:9][C:8]=1[C:15]1[CH:20]=[CH:19][C:18]([F:21])=[CH:17][CH:16]=1)=O.Cl.[NH2:24][C:25]([NH:27][CH:28]1[CH2:33][CH2:32][N:31]([C:34]([O:36][C:37]([CH3:40])([CH3:39])[CH3:38])=[O:35])[CH2:30][CH2:29]1)=[NH:26].[O-]CC.[Na+]. The catalyst is C(O)C. The product is [F:21][C:18]1[CH:17]=[CH:16][C:15]([C:8]2[N:9]=[C:10]3[N:14]([C:7]=2[C:5]2[CH:4]=[CH:3][N:24]=[C:25]([NH:27][CH:28]4[CH2:33][CH2:32][N:31]([C:34]([O:36][C:37]([CH3:40])([CH3:39])[CH3:38])=[O:35])[CH2:30][CH2:29]4)[N:26]=2)[CH:13]=[CH:12][O:11]3)=[CH:20][CH:19]=1. The yield is 0.650.